This data is from Full USPTO retrosynthesis dataset with 1.9M reactions from patents (1976-2016). The task is: Predict the reactants needed to synthesize the given product. (1) Given the product [C:2]([C:4]1[CH:5]=[CH:6][C:7]([CH2:8][NH:9][C:10]([C:12]2[N:13]=[CH:14][N:15]=[C:16]([NH:18][C:22](=[O:23])[O:24][C:25]3[CH:30]=[CH:29][CH:28]=[CH:27][CH:26]=3)[CH:17]=2)=[O:11])=[CH:19][CH:20]=1)#[N:3], predict the reactants needed to synthesize it. The reactants are: Cl.[C:2]([C:4]1[CH:20]=[CH:19][C:7]([CH2:8][NH:9][C:10]([C:12]2[CH:17]=[C:16]([NH2:18])[N:15]=[CH:14][N:13]=2)=[O:11])=[CH:6][CH:5]=1)#[N:3].Cl[C:22]([O:24][C:25]1[CH:30]=[CH:29][CH:28]=[CH:27][CH:26]=1)=[O:23]. (2) Given the product [C:1]([O:5][C:6]([N:8]1[CH2:17][CH2:16][C:15]2[C:10](=[CH:11][C:12]([O:18][CH2:20][CH:21]3[CH2:22][CH2:23][N:24]([C:27]4[CH:28]=[CH:29][N:30]=[CH:31][CH:32]=4)[CH2:25][CH2:26]3)=[CH:13][CH:14]=2)[CH2:9]1)=[O:7])([CH3:4])([CH3:2])[CH3:3], predict the reactants needed to synthesize it. The reactants are: [C:1]([O:5][C:6]([N:8]1[CH2:17][CH2:16][C:15]2[C:10](=[CH:11][C:12]([OH:18])=[CH:13][CH:14]=2)[CH2:9]1)=[O:7])([CH3:4])([CH3:3])[CH3:2].O[CH2:20][CH:21]1[CH2:26][CH2:25][N:24]([C:27]2[CH:32]=[CH:31][N:30]=[CH:29][CH:28]=2)[CH2:23][CH2:22]1.C1(P(C2C=CC=CC=2)C2C=CC=CC=2)C=CC=CC=1.N(C(OC(C)C)=O)=NC(OC(C)C)=O.